From a dataset of Full USPTO retrosynthesis dataset with 1.9M reactions from patents (1976-2016). Predict the reactants needed to synthesize the given product. (1) Given the product [CH2:8]([NH:10][C:11](=[O:45])[NH:12][C:13]1[CH:18]=[CH:17][C:16]([O:19][C:20]2[CH:25]=[CH:24][N:23]=[C:22]3[NH:26][N:27]=[C:28]([NH:29][C@@H:30]4[CH2:35][CH2:34][CH2:33][NH:32][CH2:31]4)[C:21]=23)=[CH:15][CH:14]=1)[CH3:9], predict the reactants needed to synthesize it. The reactants are: FC(F)(F)C(O)=O.[CH2:8]([NH:10][C:11](=[O:45])[NH:12][C:13]1[CH:18]=[CH:17][C:16]([O:19][C:20]2[CH:25]=[CH:24][N:23]=[C:22]3[N:26](CC4C=CC(OC)=CC=4)[N:27]=[C:28]([NH:29][C@@H:30]4[CH2:35][CH2:34][CH2:33][NH:32][CH2:31]4)[C:21]=23)=[CH:15][CH:14]=1)[CH3:9].N. (2) The reactants are: [NH2:1][CH:2]1[CH2:7][CH2:6][CH:5]([C:8]([OH:10])=[O:9])[CH2:4][CH2:3]1.S(Cl)(Cl)=O.[CH2:15](O)[CH3:16]. Given the product [NH2:1][CH:2]1[CH2:7][CH2:6][CH:5]([C:8]([O:10][CH2:15][CH3:16])=[O:9])[CH2:4][CH2:3]1, predict the reactants needed to synthesize it.